This data is from Catalyst prediction with 721,799 reactions and 888 catalyst types from USPTO. The task is: Predict which catalyst facilitates the given reaction. (1) Reactant: Cl.[Br:2][C:3]1[CH:4]=[C:5]([CH:25]=[CH:26][CH:27]=1)[CH2:6][O:7][C:8]1[CH:13]=[CH:12][C:11]([C@@H:14]2[CH2:16][C@H:15]2[NH:17]C(=O)OC(C)(C)C)=[CH:10][CH:9]=1. Product: [Br:2][C:3]1[CH:4]=[C:5]([CH:25]=[CH:26][CH:27]=1)[CH2:6][O:7][C:8]1[CH:9]=[CH:10][C:11]([C@@H:14]2[CH2:16][C@H:15]2[NH2:17])=[CH:12][CH:13]=1. The catalyst class is: 12. (2) Reactant: [CH:1]1([CH2:7][N:8]([CH3:12])[C:9]([Cl:11])=[O:10])[CH2:6][CH2:5][CH2:4][CH2:3][CH2:2]1.C(Cl)Cl.CO.[CH3:18][C:19]#N.O.CC#N. Product: [CH2:7]([N:8]([CH:12]1[CH2:19][CH2:18]1)[C:9]([Cl:11])=[O:10])[C:1]1[CH:6]=[CH:5][CH:4]=[CH:3][CH:2]=1. The catalyst class is: 6. (3) Reactant: CNCC1[CH:5]=[C:6]2[C:11](=[CH:12][C:13]=1[Cl:14])[O:10][C:9](=[O:15])[C:8]([CH2:16][C:17]([NH:19][C:20]1[CH:25]=[CH:24][C:23]([Cl:26])=[CH:22][C:21]=1[C:27]([F:30])([F:29])[F:28])=[O:18])=[C:7]2[C:31]1[CH:36]=[CH:35][CH:34]=[CH:33][CH:32]=1.[CH2:37]([N:39]([CH2:42][CH3:43])[CH2:40][CH3:41])C.C(Cl)(=[O:46])C.O. Product: [C:40]([N:39]([CH2:42][C:43]1[CH:5]=[C:6]2[C:11](=[CH:12][C:13]=1[Cl:14])[O:10][C:9](=[O:15])[C:8]([CH2:16][C:17]([NH:19][C:20]1[CH:25]=[CH:24][C:23]([Cl:26])=[CH:22][C:21]=1[C:27]([F:29])([F:30])[F:28])=[O:18])=[C:7]2[C:31]1[CH:32]=[CH:33][CH:34]=[CH:35][CH:36]=1)[CH3:37])(=[O:46])[CH3:41]. The catalyst class is: 1. (4) Reactant: [CH3:1][O:2][C:3]1[C:8]2=[CH:9][CH:10]=[C:11]3[C:20]([N:19]=[C:18]4[C:13]([CH:14]=[CH:15][CH:16]=[C:17]4[C:21](O)=[O:22])=[N:12]3)=[C:7]2[CH:6]=[CH:5][CH:4]=1.Cl.[CH3:25][N:26]([CH3:37])[CH2:27][CH:28]([NH2:36])[CH2:29][C:30]1[CH:35]=[CH:34][CH:33]=[CH:32][CH:31]=1. Product: [CH3:25][N:26]([CH2:27][CH:28]([NH:36][C:21]([C:17]1[C:18]2[C:13](=[N:12][C:11]3[C:20]([N:19]=2)=[C:7]2[CH:6]=[CH:5][CH:4]=[C:3]([O:2][CH3:1])[C:8]2=[CH:9][CH:10]=3)[CH:14]=[CH:15][CH:16]=1)=[O:22])[CH2:29][C:30]1[CH:35]=[CH:34][CH:33]=[CH:32][CH:31]=1)[CH3:37]. The catalyst class is: 66. (5) Reactant: Br[C:2]1[C:3]([O:12][CH3:13])=[N:4][CH:5]=[N:6][C:7]=1[C:8]([F:11])([F:10])[F:9].C([Li])CCC.CN(C)[CH:21]=[O:22]. Product: [CH3:13][O:12][C:3]1[C:2]([CH:21]=[O:22])=[C:7]([C:8]([F:11])([F:10])[F:9])[N:6]=[CH:5][N:4]=1. The catalyst class is: 7.